From a dataset of Reaction yield outcomes from USPTO patents with 853,638 reactions. Predict the reaction yield, written as a fraction of the theoretical maximum amount of product (1.0 means a 100% yield; for example, 0.34 means a 34% yield). (1) The reactants are [CH3:1][NH:2][CH3:3].[CH3:4][O:5][C:6]1[CH:13]=[CH:12][CH:11]=[CH:10][C:7]=1[CH:8]=O.C([Cl:17])(=O)C. No catalyst specified. The product is [Cl-:17].[CH3:4][O:5][C:6]1[CH:13]=[CH:12][CH:11]=[CH:10][C:7]=1[CH:8]=[N+:2]([CH3:3])[CH3:1]. The yield is 0.480. (2) The reactants are C[O:2][C:3](=[O:19])[C@H:4]([CH2:17][OH:18])[NH:5][C:6](=[O:16])[CH2:7][C:8]1[CH:13]=[C:12]([F:14])[CH:11]=[C:10]([F:15])[CH:9]=1.[OH-].[Li+].Cl. The catalyst is C1COCC1.[Cl-].[Na+].O. The product is [F:14][C:12]1[CH:13]=[C:8]([CH2:7][C:6]([NH:5][C@H:4]([C:3]([OH:19])=[O:2])[CH2:17][OH:18])=[O:16])[CH:9]=[C:10]([F:15])[CH:11]=1. The yield is 0.540. (3) The reactants are C[Si](C)(C)CC[O:5][NH:6][C:7]([C@H:9]1[CH2:13][N:12]([CH2:14][C:15]2[CH:20]=[CH:19][C:18]([O:21][C:22]3[CH:27]=[CH:26][C:25]([F:28])=[CH:24][CH:23]=3)=[CH:17][CH:16]=2)[C:11](=[O:29])[NH:10]1)=[O:8].B(F)(F)F.CCOCC. The catalyst is C(Cl)Cl. The product is [OH:5][NH:6][C:7]([C@H:9]1[CH2:13][N:12]([CH2:14][C:15]2[CH:16]=[CH:17][C:18]([O:21][C:22]3[CH:27]=[CH:26][C:25]([F:28])=[CH:24][CH:23]=3)=[CH:19][CH:20]=2)[C:11](=[O:29])[NH:10]1)=[O:8]. The yield is 0.470. (4) The reactants are [CH2:1]([NH:5][C:6]1[N:7]=[CH:8][C:9]2[N:14]([C:15]3[CH:20]=[CH:19][C:18]([CH2:21][N:22]4[CH2:27][CH2:26][O:25][CH2:24][CH2:23]4)=[CH:17][CH:16]=3)[CH:13]=[C:12]([CH:28]3[CH2:33][CH2:32][CH:31]([O:34][Si](C(C)(C)C)(C)C)[CH2:30][CH2:29]3)[C:10]=2[N:11]=1)[CH2:2][CH2:3][CH3:4].Cl. The catalyst is CO. The product is [CH2:1]([NH:5][C:6]1[N:7]=[CH:8][C:9]2[N:14]([C:15]3[CH:20]=[CH:19][C:18]([CH2:21][N:22]4[CH2:27][CH2:26][O:25][CH2:24][CH2:23]4)=[CH:17][CH:16]=3)[CH:13]=[C:12]([CH:28]3[CH2:29][CH2:30][CH:31]([OH:34])[CH2:32][CH2:33]3)[C:10]=2[N:11]=1)[CH2:2][CH2:3][CH3:4]. The yield is 0.990. (5) The reactants are [CH3:1][C:2]1[CH:7]=[CH:6][C:5]([O:8][C:9]2[CH:14]=[CH:13][C:12]([N+:15]([O-])=O)=[CH:11][C:10]=2[CH3:18])=[CH:4][N:3]=1. The catalyst is [Pd].C(OCC)(=O)C.C(O)C. The product is [CH3:18][C:10]1[CH:11]=[C:12]([CH:13]=[CH:14][C:9]=1[O:8][C:5]1[CH:4]=[N:3][C:2]([CH3:1])=[CH:7][CH:6]=1)[NH2:15]. The yield is 0.980. (6) The reactants are C(O)(=O)C.Br.[CH2:6]([C:8]1[CH:13]=[C:12](CC#N)[CH:11]=[CH:10][C:9]=1[C:17]1[CH:22]=[CH:21][C:20]([O:23]C)=[CH:19][CH:18]=1)[CH3:7].[C:25]([O:28][CH2:29]C)(=[O:27])[CH3:26]. No catalyst specified. The product is [CH2:6]([C:8]1[CH:13]=[C:12]([CH2:26][C:25]([O:28][CH3:29])=[O:27])[CH:11]=[CH:10][C:9]=1[C:17]1[CH:18]=[CH:19][C:20]([OH:23])=[CH:21][CH:22]=1)[CH3:7]. The yield is 0.850. (7) The reactants are [CH2:1]([N:8]([CH2:21][C:22]1[CH:27]=[CH:26][CH:25]=[CH:24][CH:23]=1)[C:9]1[CH:10]=[C:11]2[CH:17]=[C:16]([C:18](=O)[CH3:19])[NH:15][C:12]2=[CH:13][N:14]=1)[C:2]1[CH:7]=[CH:6][CH:5]=[CH:4][CH:3]=1.[C:28]([NH:31][NH2:32])([NH2:30])=[NH:29].[ClH:33].Cl. The catalyst is C(O)C. The product is [ClH:33].[ClH:33].[CH2:1]([N:8]([CH2:21][C:22]1[CH:27]=[CH:26][CH:25]=[CH:24][CH:23]=1)[C:9]1[CH:10]=[C:11]2[CH:17]=[C:16]([C:18](=[N:32][NH:31][C:28]([NH2:30])=[NH:29])[CH3:19])[NH:15][C:12]2=[CH:13][N:14]=1)[C:2]1[CH:7]=[CH:6][CH:5]=[CH:4][CH:3]=1. The yield is 0.650. (8) The reactants are Cl[C:2]1[CH:11]=[N:10][C:9]2[C:4](=[CH:5][C:6]([O:12][CH3:13])=[CH:7][CH:8]=2)[N:3]=1.[CH3:14][O:15][C:16]1[CH:21]=[C:20]([O:22][CH3:23])[CH:19]=[CH:18][C:17]=1[CH2:24][NH2:25].CCOC(C)=O. The catalyst is CS(C)=O. The product is [CH3:14][O:15][C:16]1[CH:21]=[C:20]([O:22][CH3:23])[CH:19]=[CH:18][C:17]=1[CH2:24][NH:25][C:2]1[CH:11]=[N:10][C:9]2[C:4](=[CH:5][C:6]([O:12][CH3:13])=[CH:7][CH:8]=2)[N:3]=1. The yield is 0.930. (9) The reactants are [C:1]([CH:3]([CH2:9][C:10](=O)[C:11]1[CH:16]=[CH:15][CH:14]=[CH:13][CH:12]=1)[C:4]([O:6][CH2:7][CH3:8])=[O:5])#[N:2].[ClH:18]. The catalyst is O1CCCC1. The product is [Cl:18][C:1]1[NH:2][C:10]([C:11]2[CH:16]=[CH:15][CH:14]=[CH:13][CH:12]=2)=[CH:9][C:3]=1[C:4]([O:6][CH2:7][CH3:8])=[O:5]. The yield is 0.790. (10) The reactants are Cl.NC(N)=N.C[O-].[Na+].NC(N)=N.C([O:16][C:17]1[CH:22]=[CH:21][C:20]([C@@H:23]2[C@@H:26]([S:27][CH2:28][C@H:29]([O:37][C:38](=[O:40])[CH3:39])[C:30]3[CH:35]=[CH:34][C:33]([F:36])=[CH:32][CH:31]=3)[C:25](=[O:41])[N:24]2[C:42]2[CH:47]=[CH:46][C:45]([C:48]3[CH:49]=[N:50][CH:51]=[CH:52][CH:53]=3)=[CH:44][CH:43]=2)=[CH:19][CH:18]=1)(=O)C. The catalyst is CO.C(OCC)(=O)C.C(O)(=O)C. The product is [C:38]([O:37][C@H:29]([C:30]1[CH:31]=[CH:32][C:33]([F:36])=[CH:34][CH:35]=1)[CH2:28][S:27][C@@H:26]1[C@@H:23]([C:20]2[CH:21]=[CH:22][C:17]([OH:16])=[CH:18][CH:19]=2)[N:24]([C:42]2[CH:47]=[CH:46][C:45]([C:48]3[CH:49]=[N:50][CH:51]=[CH:52][CH:53]=3)=[CH:44][CH:43]=2)[C:25]1=[O:41])(=[O:40])[CH3:39]. The yield is 0.600.